Dataset: Catalyst prediction with 721,799 reactions and 888 catalyst types from USPTO. Task: Predict which catalyst facilitates the given reaction. (1) Reactant: [CH:1]([C:3]1[CH:4]=[C:5]([CH:8]=[CH:9][C:10]=1[N:11]1[C:15]2=[N:16][CH:17]=[CH:18][C:19]([I:20])=[C:14]2[C:13]([CH:21]([CH3:23])[CH3:22])=[N:12]1)[C:6]#[N:7])=O.[CH3:24][NH:25][CH3:26]. Product: [CH3:24][N:25]([CH2:1][C:3]1[CH:4]=[C:5]([CH:8]=[CH:9][C:10]=1[N:11]1[C:15]2=[N:16][CH:17]=[CH:18][C:19]([I:20])=[C:14]2[C:13]([CH:21]([CH3:23])[CH3:22])=[N:12]1)[C:6]#[N:7])[CH3:26]. The catalyst class is: 404. (2) Reactant: Cl[C:2]1[N:7]=[CH:6][C:5]([S:8]([C:11]2[N:15]([C:16]3[CH:21]=[C:20]([F:22])[CH:19]=[CH:18][C:17]=3[F:23])[N:14]=[C:13]([CH2:24][N:25]([CH3:33])[C:26](=[O:32])[O:27][C:28]([CH3:31])([CH3:30])[CH3:29])[CH:12]=2)(=[O:10])=[O:9])=[CH:4][CH:3]=1.C(N(CC)CC)C.C(O)C. Product: [F:23][C:17]1[CH:18]=[CH:19][C:20]([F:22])=[CH:21][C:16]=1[N:15]1[C:11]([S:8]([C:5]2[CH:6]=[N:7][CH:2]=[CH:3][CH:4]=2)(=[O:10])=[O:9])=[CH:12][C:13]([CH2:24][N:25]([CH3:33])[C:26](=[O:32])[O:27][C:28]([CH3:29])([CH3:30])[CH3:31])=[N:14]1. The catalyst class is: 481. (3) Reactant: [Cl:1][CH2:2][CH2:3][CH2:4][C:5](Cl)=[O:6].[CH2:8]([N:15]1[CH2:20][CH2:19][CH:18]([NH:21][CH:22]([CH3:24])[CH3:23])[CH2:17][CH2:16]1)[C:9]1[CH:14]=[CH:13][CH:12]=[CH:11][CH:10]=1.CCN(C(C)C)C(C)C. Product: [CH2:8]([N:15]1[CH2:20][CH2:19][CH:18]([N:21]([CH:22]([CH3:24])[CH3:23])[C:5](=[O:6])[CH2:4][CH2:3][CH2:2][Cl:1])[CH2:17][CH2:16]1)[C:9]1[CH:10]=[CH:11][CH:12]=[CH:13][CH:14]=1. The catalyst class is: 4. (4) Reactant: [CH2:1]([O:3][C:4]([C:6]1[C:10]([NH2:11])=[CH:9][N:8]([CH2:12][C:13]2[CH:18]=[CH:17][C:16]([O:19][CH3:20])=[CH:15][CH:14]=2)[N:7]=1)=[O:5])C.C(Cl)CCl.C1C=CC2N(O)N=NC=2C=1.[F:35][C:36]1[CH:44]=[CH:43][CH:42]=[C:41]([F:45])[C:37]=1[C:38](O)=O. Product: [CH3:1][O:3][C:4]([C:6]1[C:10]([NH:11][CH2:38][C:37]2[C:36]([F:35])=[CH:44][CH:43]=[CH:42][C:41]=2[F:45])=[CH:9][N:8]([CH2:12][C:13]2[CH:18]=[CH:17][C:16]([O:19][CH3:20])=[CH:15][CH:14]=2)[N:7]=1)=[O:5]. The catalyst class is: 4. (5) The catalyst class is: 4. Product: [Cl:41][C:42]([Cl:47])([Cl:46])[C:43]([C:3]1[N:4]2[C:5]([CH2:6][N:7]([C:15]([C:17]3[CH:22]=[CH:21][C:20]([C:23]4[CH:28]=[CH:27][CH:26]=[CH:25][C:24]=4[CH3:29])=[CH:19][C:18]=3[O:30][CH3:31])=[O:16])[C:8]3[CH:14]=[CH:13][CH:12]=[CH:11][C:9]=3[CH2:10]2)=[CH:1][CH:2]=1)=[O:44]. Reactant: [CH:1]1[CH:2]=[CH:3][N:4]2[CH2:10][C:9]3[CH:11]=[CH:12][CH:13]=[CH:14][C:8]=3[N:7]([C:15]([C:17]3[CH:22]=[CH:21][C:20]([C:23]4[CH:28]=[CH:27][CH:26]=[CH:25][C:24]=4[CH3:29])=[CH:19][C:18]=3[O:30][CH3:31])=[O:16])[CH2:6][C:5]=12.C(N(CC)C(C)C)(C)C.[Cl:41][C:42]([Cl:47])([Cl:46])[C:43](Cl)=[O:44]. (6) Reactant: [C:1]1([CH2:7][CH2:8][CH:9]([OH:19])[CH2:10][CH2:11][C:12]2[CH:17]=[CH:16][C:15]([CH3:18])=[CH:14][CH:13]=2)[CH:6]=[CH:5][CH:4]=[CH:3][CH:2]=1.[H-].[Na+].Cl[S:23]([N:26]=C=O)(=[O:25])=[O:24].C(O)=O. Product: [S:23](=[O:25])(=[O:24])([O:19][CH:9]([CH2:10][CH2:11][C:12]1[CH:13]=[CH:14][C:15]([CH3:18])=[CH:16][CH:17]=1)[CH2:8][CH2:7][C:1]1[CH:6]=[CH:5][CH:4]=[CH:3][CH:2]=1)[NH2:26]. The catalyst class is: 705. (7) Reactant: C(N(CC)CC)C.[CH2:8]([O:10][C:11](=[O:37])[CH:12]([NH2:36])[CH2:13][C:14]1[C:22]2[C:17](=[CH:18][C:19]([C:23]3[CH:28]=[CH:27][C:26]([O:29][C:30]4[CH:35]=[CH:34][CH:33]=[CH:32][CH:31]=4)=[CH:25][CH:24]=3)=[CH:20][CH:21]=2)[NH:16][CH:15]=1)[CH3:9].[C:38](O[C:38]([O:40][C:41]([CH3:44])([CH3:43])[CH3:42])=[O:39])([O:40][C:41]([CH3:44])([CH3:43])[CH3:42])=[O:39].O. Product: [CH2:8]([O:10][C:11](=[O:37])[CH:12]([NH:36][C:38]([O:40][C:41]([CH3:44])([CH3:43])[CH3:42])=[O:39])[CH2:13][C:14]1[C:22]2[C:17](=[CH:18][C:19]([C:23]3[CH:28]=[CH:27][C:26]([O:29][C:30]4[CH:31]=[CH:32][CH:33]=[CH:34][CH:35]=4)=[CH:25][CH:24]=3)=[CH:20][CH:21]=2)[NH:16][CH:15]=1)[CH3:9]. The catalyst class is: 22.